The task is: Predict the reactants needed to synthesize the given product.. This data is from Full USPTO retrosynthesis dataset with 1.9M reactions from patents (1976-2016). (1) Given the product [O:41]=[C:37]1[NH:36][C:35]2[CH:42]=[C:31]([NH:30][C:12]3[C:13]4[NH:18][N:17]=[CH:16][C:14]=4[N:15]=[C:10]([C:6]4[CH:5]=[C:4]([CH:9]=[CH:8][CH:7]=4)[C:3]([OH:2])=[O:29])[N:11]=3)[CH:32]=[CH:33][C:34]=2[CH2:40][CH2:39][CH2:38]1, predict the reactants needed to synthesize it. The reactants are: C[O:2][C:3](=[O:29])[C:4]1[CH:9]=[CH:8][CH:7]=[C:6]([C:10]2[N:11]=[C:12](Cl)[C:13]3[C:14](=[CH:16][N:17](CC4C=CC(OC)=CC=4)[N:18]=3)[N:15]=2)[CH:5]=1.[NH2:30][C:31]1[CH:32]=[CH:33][C:34]2[CH2:40][CH2:39][CH2:38][C:37](=[O:41])[NH:36][C:35]=2[CH:42]=1.Cl. (2) The reactants are: [N:1]([CH2:4][C:5]([CH3:9])([OH:8])[CH2:6][Cl:7])=[N+:2]=[N-:3].[F:10][CH:11]([F:28])[C:12]1[CH:17]=[CH:16][N:15]=[C:14]([NH:18][C:19]2[CH:24]=[C:23]([CH3:25])[CH:22]=[C:21]([C:26]#[CH:27])[CH:20]=2)[N:13]=1.O=C1O[C@H]([C@H](CO)O)C([O-])=C1O.[Na+]. Given the product [Cl:7][CH2:6][C:5]([CH3:9])([OH:8])[CH2:4][N:1]1[CH:27]=[C:26]([C:21]2[CH:22]=[C:23]([CH3:25])[CH:24]=[C:19]([NH:18][C:14]3[N:13]=[C:12]([CH:11]([F:10])[F:28])[CH:17]=[CH:16][N:15]=3)[CH:20]=2)[N:3]=[N:2]1, predict the reactants needed to synthesize it. (3) Given the product [OH:13][C@@H:10]1[CH2:11][CH2:12][N:8]([C:5]2[N:6]=[CH:7][C:2]([NH:1][C:21](=[O:22])[O:23][C:24]3[CH:29]=[CH:28][CH:27]=[CH:26][CH:25]=3)=[CH:3][CH:4]=2)[CH2:9]1, predict the reactants needed to synthesize it. The reactants are: [NH2:1][C:2]1[CH:3]=[CH:4][C:5]([N:8]2[CH2:12][CH2:11][C@@H:10]([OH:13])[CH2:9]2)=[N:6][CH:7]=1.N1C=CC=CC=1.Cl[C:21]([O:23][C:24]1[CH:29]=[CH:28][CH:27]=[CH:26][CH:25]=1)=[O:22]. (4) Given the product [C:37]([O:36][C:34]([NH:8][C@@H:9]([C:13](=[O:18])[C:14]([CH3:15])([CH3:16])[CH3:17])[C:10]([O:12][CH2:41][CH3:42])=[O:11])=[O:35])([CH3:38])([CH3:39])[CH3:40], predict the reactants needed to synthesize it. The reactants are: C([N:8](CC1C=CC=CC=1)[C@@H:9]([C:13](=[O:18])[C:14]([CH3:17])([CH3:16])[CH3:15])[C:10]([O-:12])=[O:11])C1C=CC=CC=1.[C:34](O[C:34]([O:36][C:37]([CH3:40])([CH3:39])[CH3:38])=[O:35])([O:36][C:37]([CH3:40])([CH3:39])[CH3:38])=[O:35].[CH3:41][CH2:42]O. (5) Given the product [Br:10][CH2:11][CH2:12][CH2:13][CH2:14][C:15]([NH:21][CH2:18][CH3:19])=[O:17], predict the reactants needed to synthesize it. The reactants are: CN(C)C=O.S(Cl)(Cl)=O.[Br:10][CH2:11][CH2:12][CH2:13][CH2:14][C:15]([OH:17])=O.[CH:18]([N:21](CC)C(C)C)(C)[CH3:19].C(N)C. (6) Given the product [F:9][C:10]1[CH:11]=[C:12]([C:17]2[C:18]3[C@@H:19]4[CH2:30][CH2:29][NH:28][CH2:27][CH2:26][C@@H:20]4[NH:21][C:22]=3[CH:23]=[CH:24][CH:25]=2)[CH:13]=[C:14]([F:16])[CH:15]=1, predict the reactants needed to synthesize it. The reactants are: C([BH3-])#N.[Na+].O.[OH-].[Na+].Cl.[F:9][C:10]1[CH:11]=[C:12]([C:17]2[C:18]3[C:19]4[CH2:30][CH2:29][NH:28][CH2:27][CH2:26][C:20]=4[NH:21][C:22]=3[CH:23]=[CH:24][CH:25]=2)[CH:13]=[C:14]([F:16])[CH:15]=1.